Predict the reactants needed to synthesize the given product. From a dataset of Full USPTO retrosynthesis dataset with 1.9M reactions from patents (1976-2016). (1) Given the product [N:34]1[C:26]([C:25]2[C:20]([O:18][C:15]3[CH:16]=[CH:17][C:12]([C:10]([C:2]4[NH:3][C:4]5[CH:9]=[CH:8][CH:7]=[CH:6][C:5]=5[N:1]=4)=[O:11])=[CH:13][CH:14]=3)=[N:21][CH:22]=[CH:23][CH:24]=2)=[C:27]2[C:31]([NH:30][CH:29]=[N:28]2)=[N:32][CH:33]=1, predict the reactants needed to synthesize it. The reactants are: [NH:1]1[C:5]2[CH:6]=[CH:7][CH:8]=[CH:9][C:4]=2[N:3]=[C:2]1[C:10]([C:12]1[CH:17]=[CH:16][C:15]([OH:18])=[CH:14][CH:13]=1)=[O:11].F[C:20]1[C:25]([C:26]2[N:34]=[CH:33][N:32]=[C:31]3[C:27]=2[N:28]=[CH:29][N:30]3C2CCCCO2)=[CH:24][CH:23]=[CH:22][N:21]=1.C(=O)([O-])[O-].[Cs+].[Cs+].C(O)(C(F)(F)F)=O.N. (2) Given the product [CH3:30][N:10]([CH2:9][CH2:8][CH2:7][C:1]1[CH:6]=[CH:5][CH:4]=[CH:3][CH:2]=1)[C@H:11]1[CH2:12][CH2:13][C@H:14]([C:17]2[CH:26]=[CH:25][C:20]3[NH:21][C:22](=[O:24])[O:23][C:19]=3[CH:18]=2)[CH2:15][CH2:16]1, predict the reactants needed to synthesize it. The reactants are: [C:1]1([CH2:7][CH2:8][CH2:9][NH:10][C@H:11]2[CH2:16][CH2:15][C@H:14]([C:17]3[CH:26]=[CH:25][C:20]4[NH:21][C:22](=[O:24])[O:23][C:19]=4[CH:18]=3)[CH2:13][CH2:12]2)[CH:6]=[CH:5][CH:4]=[CH:3][CH:2]=1.O.[BH-](OC(C)=O)(OC(C)=O)O[C:30](C)=O.[Na+].[OH-].[Na+]. (3) Given the product [ClH:40].[CH2:1]([N:8]1[CH2:13][CH2:12][CH:11]([N:14]([CH3:33])[C:15]([N:17]2[CH:21]=[C:20]([C:22]3[CH:27]=[CH:26][CH:25]=[C:24]([NH:28][S:29](=[O:32])(=[O:31])[NH2:30])[CH:23]=3)[N:19]=[CH:18]2)=[O:16])[CH2:10][CH2:9]1)[C:2]1[CH:7]=[CH:6][CH:5]=[CH:4][CH:3]=1, predict the reactants needed to synthesize it. The reactants are: [CH2:1]([N:8]1[CH2:13][CH2:12][CH:11]([N:14]([CH3:33])[C:15]([N:17]2[CH:21]=[C:20]([C:22]3[CH:27]=[CH:26][CH:25]=[C:24]([NH:28][S:29](=[O:32])(=[O:31])[NH2:30])[CH:23]=3)[N:19]=[CH:18]2)=[O:16])[CH2:10][CH2:9]1)[C:2]1[CH:7]=[CH:6][CH:5]=[CH:4][CH:3]=1.C(OCC)(=O)C.[ClH:40]. (4) Given the product [C:15]([NH:18][C:19]1[NH:20][CH:21]=[C:22]([C:27]2[CH:32]=[CH:31][C:30]([NH:33][C:11]([NH:10][C:7]3[CH:6]=[CH:5][C:4]([O:3][C:2]([F:13])([F:14])[F:1])=[CH:9][CH:8]=3)=[O:12])=[CH:29][CH:28]=2)[C:23]=1[C:24]([NH2:26])=[O:25])(=[O:17])[CH3:16], predict the reactants needed to synthesize it. The reactants are: [F:1][C:2]([F:14])([F:13])[O:3][C:4]1[CH:9]=[CH:8][C:7]([N:10]=[C:11]=[O:12])=[CH:6][CH:5]=1.[C:15]([NH:18][C:19]1[NH:20][CH:21]=[C:22]([C:27]2[CH:32]=[CH:31][C:30]([NH2:33])=[CH:29][CH:28]=2)[C:23]=1[C:24]([NH2:26])=[O:25])(=[O:17])[CH3:16].